This data is from Forward reaction prediction with 1.9M reactions from USPTO patents (1976-2016). The task is: Predict the product of the given reaction. (1) Given the reactants [Cl:1][C:2]1[CH:7]=[CH:6][C:5]([S:8][CH:9]2[C:17]3[C:12](=[CH:13][CH:14]=[CH:15][C:16]=3[N+:18]([O-])=O)[NH:11][C:10]2([CH3:25])CC(O)=O)=[CH:4][CH:3]=1.ClC1C=CC(SC2C3C(=CC=[C:40]([C:43]([O:45][CH3:46])=[O:44])C=3)NC=2C)=CC=1.[CH2:48](O)C, predict the reaction product. The product is: [NH2:18][C:16]1[CH:15]=[CH:14][CH:13]=[C:12]2[C:17]=1[C:9]([S:8][C:5]1[CH:4]=[CH:3][C:2]([Cl:1])=[CH:7][CH:6]=1)=[C:10]([CH3:25])[N:11]2[CH2:40][C:43]([O:45][CH2:46][CH3:48])=[O:44]. (2) The product is: [CH2:1]([O:4][C:5](=[O:24])[NH:6][C:7]1[CH:12]=[C:11]([C:13]2[N:36]=[C:35]([C:34]([CH3:39])([CH3:38])[CH3:33])[S:37][C:14]=2[C:15]2[CH:20]=[CH:19][N:18]=[C:17]([Cl:21])[N:16]=2)[CH:10]=[CH:9][C:8]=1[F:23])[CH:2]=[CH2:3]. Given the reactants [CH2:1]([O:4][C:5](=[O:24])[NH:6][C:7]1[CH:12]=[C:11]([C:13](=O)[CH2:14][C:15]2[CH:20]=[CH:19][N:18]=[C:17]([Cl:21])[N:16]=2)[CH:10]=[CH:9][C:8]=1[F:23])[CH:2]=[CH2:3].C1C(=O)N(Br)C(=O)C1.[CH3:33][C:34]([CH3:39])([CH3:38])[C:35](=[S:37])[NH2:36], predict the reaction product. (3) The product is: [Br:1][C:2]1[C:3]([O:14][CH3:13])=[N:4][CH:5]=[N:6][C:7]=1[C:8]([F:11])([F:10])[F:9]. Given the reactants [Br:1][C:2]1[C:3](Cl)=[N:4][CH:5]=[N:6][C:7]=1[C:8]([F:11])([F:10])[F:9].[CH3:13][O-:14].[Na+], predict the reaction product. (4) Given the reactants Cl.[F:2][C:3]1([C:20]2[CH:25]=[CH:24][CH:23]=[CH:22][C:21]=2[C:26]([F:29])([F:28])[F:27])[CH2:8][CH2:7][N:6]([C:9]([C:11]2[C:15]3[CH2:16][NH:17][CH2:18][CH2:19][C:14]=3[NH:13][N:12]=2)=[O:10])[CH2:5][CH2:4]1.CCN(C(C)C)C(C)C.[C:39](Cl)(=[O:41])[CH3:40], predict the reaction product. The product is: [F:2][C:3]1([C:20]2[CH:25]=[CH:24][CH:23]=[CH:22][C:21]=2[C:26]([F:27])([F:28])[F:29])[CH2:8][CH2:7][N:6]([C:9]([C:11]2[C:15]3[CH2:16][N:17]([C:39](=[O:41])[CH3:40])[CH2:18][CH2:19][C:14]=3[NH:13][N:12]=2)=[O:10])[CH2:5][CH2:4]1. (5) Given the reactants [Na].FC(F)(F)S(O[C:8]1[C:13]([Br:14])=[CH:12][C:11]([Cl:15])=[CH:10][C:9]=1[C:16](=[O:18])[CH3:17])(=O)=O.[F:21][C:22]1[CH:23]=[C:24](B(O)O)[CH:25]=[C:26]([F:28])[CH:27]=1, predict the reaction product. The product is: [Br:14][C:13]1[C:8]([C:24]2[CH:23]=[C:22]([F:21])[CH:27]=[C:26]([F:28])[CH:25]=2)=[C:9]([C:16](=[O:18])[CH3:17])[CH:10]=[C:11]([Cl:15])[CH:12]=1.